The task is: Regression/Classification. Given a drug SMILES string, predict its toxicity properties. Task type varies by dataset: regression for continuous values (e.g., LD50, hERG inhibition percentage) or binary classification for toxic/non-toxic outcomes (e.g., AMES mutagenicity, cardiotoxicity, hepatotoxicity). Dataset: herg_karim.. This data is from hERG potassium channel inhibition data for cardiac toxicity prediction from Karim et al.. (1) The drug is COc1cc(CN2CCC(CNCCCCCC(c3ccc(F)cc3)c3ccc(F)cc3)C2)cc(OC)c1OC. The result is 1 (blocker). (2) The compound is CCOc1cc2ncc(C(N)=O)c(Nc3cccc(Cl)c3Cl)c2cc1N1CCN(CCO)CC1. The result is 1 (blocker). (3) The compound is Cc1ccc2c(N3CCN(CCCc4cccc5c4OCC(=O)N5C)[C@H](C)C3)cccc2n1. The result is 1 (blocker). (4) The result is 1 (blocker). The drug is C=CC(=O)Nc1cccc(Oc2nc(Nc3ccc(N4CCN(C)CC4)cc3)nc3[nH]ccc23)c1.